This data is from HIV replication inhibition screening data with 41,000+ compounds from the AIDS Antiviral Screen. The task is: Binary Classification. Given a drug SMILES string, predict its activity (active/inactive) in a high-throughput screening assay against a specified biological target. (1) The drug is Cc1nn(C(=O)Cc2ccccc2)c2c1C(c1ccccc1O)SC(=N)N2. The result is 1 (active). (2) The drug is CN1N=C(c2ccncc2)OC1c1ccc(C(F)(F)F)cc1. The result is 0 (inactive).